Task: Predict the reactants needed to synthesize the given product.. Dataset: Full USPTO retrosynthesis dataset with 1.9M reactions from patents (1976-2016) (1) Given the product [CH2:31]([N:21]([C:22]1[CH:23]=[CH:24][CH:25]=[CH:26][CH:27]=1)[C:19]1[CH:20]=[C:15]([N:12]2[CH2:11][CH2:10][N:9]([C:1](=[O:8])[C:2]3[CH:7]=[CH:6][CH:5]=[CH:4][CH:3]=3)[CH2:14][CH2:13]2)[CH:16]=[CH:17][C:18]=1[N+:28]([O-:30])=[O:29])[C:32]1[CH:37]=[CH:36][CH:35]=[CH:34][CH:33]=1, predict the reactants needed to synthesize it. The reactants are: [C:1]([N:9]1[CH2:14][CH2:13][N:12]([C:15]2[CH:16]=[CH:17][C:18]([N+:28]([O-:30])=[O:29])=[C:19]([NH:21][C:22]3[CH:27]=[CH:26][CH:25]=[CH:24][CH:23]=3)[CH:20]=2)[CH2:11][CH2:10]1)(=[O:8])[C:2]1[CH:7]=[CH:6][CH:5]=[CH:4][CH:3]=1.[CH2:31](Br)[C:32]1[CH:37]=[CH:36][CH:35]=[CH:34][CH:33]=1.[OH-].[K+]. (2) The reactants are: [O-:1][CH2:2][CH3:3].[Na+].[CH3:5][C:6]([C:8]1[CH:13]=[CH:12][CH:11]=[C:10]([Br:14])[CH:9]=1)=[O:7].C1COCC1.O. Given the product [Br:14][C:10]1[CH:9]=[C:8]([C:6](=[O:7])[CH2:5][C:2](=[O:1])[CH3:3])[CH:13]=[CH:12][CH:11]=1, predict the reactants needed to synthesize it. (3) Given the product [C:17]1([CH3:27])[CH:18]=[CH:19][C:20]([S:23]([OH:26])(=[O:24])=[O:25])=[CH:21][CH:22]=1.[CH3:1][N:2]([CH3:15])[C@H:3]([CH3:14])[CH2:4][O:5][C:6]1[CH:7]=[C:8]([CH3:13])[C:9]([Cl:12])=[N:10][CH:11]=1, predict the reactants needed to synthesize it. The reactants are: [CH3:1][N:2]([CH3:15])[C@H:3]([CH3:14])[CH2:4][O:5][C:6]1[CH:7]=[C:8]([CH3:13])[C:9]([Cl:12])=[N:10][CH:11]=1.O.[C:17]1([CH3:27])[CH:22]=[CH:21][C:20]([S:23]([OH:26])(=[O:25])=[O:24])=[CH:19][CH:18]=1.C(OCC)C. (4) Given the product [Cl:129][C:127]1[CH:128]=[C:123]2[C:122]([CH3:140])([CH3:139])/[C:121](=[CH:120]\[CH:119]=[C:93](/[C:89]3[CH:90]=[CH:91][CH:92]=[C:87]([CH2:86][CH2:85][CH2:84][CH2:83][C:80]([O:82][N:70]4[C:74](=[O:75])[CH2:73][CH2:72][C:71]4=[O:76])=[O:81])[CH:88]=3)\[CH:94]=[CH:95]\[C:96]3[C:104]([CH3:105])([CH3:106])[C:103]4[C:98](=[CH:99][CH:100]=[C:101]([S:107]([O-:110])(=[O:108])=[O:109])[CH:102]=4)[N+:97]=3[CH2:111][CH2:112][CH2:113][CH2:114][S:115]([O-:118])(=[O:116])=[O:117])/[N:138]=[C:124]2[N:125]([CH2:130][CH2:131][CH2:132][CH2:133][S:134]([O-:137])(=[O:136])=[O:135])[CH:126]=1.[Na+:77].[Na+:77], predict the reactants needed to synthesize it. The reactants are: ClC1C=C2C(C)(C)/C(=C\C=C(/C3C=CC=C(CCCCC(O[N:70]4[C:74](=[O:75])[CH2:73][CH2:72][C:71]4=[O:76])=O)C=3)\C=C\C3C(C)(C)C4C5C=C(S([O-])(=O)=O)C=C(S([O-])(=O)=O)C=5C=CC=4[N+]=3CCCCS([O-])(=O)=O)/N=C2N(CCCCS([O-])(=O)=O)C=1.[Na+:77].[Na+].[Na+].[C:80]([CH2:83][CH2:84][CH2:85][CH2:86][C:87]1[CH:88]=[C:89](/[C:93](=[CH:119]\[CH:120]=[C:121]2/[C:122]([CH3:140])([CH3:139])[C:123]3[C:124](=[N:138]/2)[N:125]([CH2:130][CH2:131][CH2:132][CH2:133][S:134]([O-:137])(=[O:136])=[O:135])[CH:126]=[C:127]([Cl:129])[CH:128]=3)/[CH:94]=[CH:95]/[C:96]2[C:104]([CH3:106])([CH3:105])[C:103]3[C:98](=[CH:99][CH:100]=[C:101]([S:107]([O-:110])(=[O:109])=[O:108])[CH:102]=3)[N+:97]=2[CH2:111][CH2:112][CH2:113][CH2:114][S:115]([O-:118])(=[O:117])=[O:116])[CH:90]=[CH:91][CH:92]=1)([OH:82])=[O:81].[Na+].[Na+]. (5) The reactants are: [CH2:1]([S:3][C:4]1[C:5]([C:10]([NH:12][C:13]2[CH:18]=[C:17]([S:19][C:20]([F:23])([F:22])[F:21])[CH:16]=[CH:15][C:14]=2[OH:24])=O)=[N:6][CH:7]=[CH:8][CH:9]=1)[CH3:2].COCCOC(/N=N\C(OCCOC)=O)=O.C1(P(C2C=CC=CC=2)C2C=CC=CC=2)C=CC=CC=1. Given the product [CH2:1]([S:3][C:4]1[C:5]([C:10]2[O:24][C:14]3[CH:15]=[CH:16][C:17]([S:19][C:20]([F:21])([F:22])[F:23])=[CH:18][C:13]=3[N:12]=2)=[N:6][CH:7]=[CH:8][CH:9]=1)[CH3:2], predict the reactants needed to synthesize it. (6) Given the product [C:58]([O:62][C:63]([N:65]1[CH2:70][CH2:69][N:68]([C:22]([CH:19]2[CH2:20][CH2:21][N:17]([C:12]3[CH:13]=[CH:14][C:15]([Cl:16])=[C:10]([C:2]4[NH:1][C:5]5[CH:6]=[CH:7][CH:8]=[CH:9][C:4]=5[N:3]=4)[CH:11]=3)[CH2:18]2)=[O:23])[CH2:67][CH2:66]1)=[O:64])([CH3:61])([CH3:59])[CH3:60], predict the reactants needed to synthesize it. The reactants are: [NH:1]1[C:5]2[CH:6]=[CH:7][CH:8]=[CH:9][C:4]=2[N:3]=[C:2]1[C:10]1[CH:11]=[C:12]([N:17]2[CH2:21][CH2:20][CH:19]([C:22](O)=[O:23])[CH2:18]2)[CH:13]=[CH:14][C:15]=1[Cl:16].CN(C(ON1N=NC2C=CC=NC1=2)=[N+](C)C)C.F[P-](F)(F)(F)(F)F.C(N(C(C)C)CC)(C)C.[C:58]([O:62][C:63]([N:65]1[CH2:70][CH2:69][NH:68][CH2:67][CH2:66]1)=[O:64])([CH3:61])([CH3:60])[CH3:59]. (7) The reactants are: Cl[C:2]1[N:11]=[C:10]([NH:12][CH2:13][C:14]([NH:16][C@H:17]2[CH2:22][CH2:21][C@@H:20]([N:23]([CH2:27][CH3:28])[CH:24]([CH3:26])[CH3:25])[CH2:19][C@H:18]2[CH2:29][O:30][CH3:31])=[O:15])[C:9]2[C:4](=[CH:5][CH:6]=[C:7]([Cl:32])[CH:8]=2)[N:3]=1.[CH3:33][NH:34][CH3:35]. Given the product [Cl:32][C:7]1[CH:8]=[C:9]2[C:4](=[CH:5][CH:6]=1)[N:3]=[C:2]([N:34]([CH3:35])[CH3:33])[N:11]=[C:10]2[NH:12][CH2:13][C:14]([NH:16][C@H:17]1[CH2:22][CH2:21][C@@H:20]([N:23]([CH2:27][CH3:28])[CH:24]([CH3:25])[CH3:26])[CH2:19][C@H:18]1[CH2:29][O:30][CH3:31])=[O:15], predict the reactants needed to synthesize it. (8) The reactants are: [NH2:1][C:2]1[CH:3]=[C:4]([N:11]2[CH:15]=[C:14]([C:16]3[CH:21]=[CH:20][CH:19]=[CH:18][CH:17]=3)[C:13]([C:22]#[N:23])=[CH:12]2)[CH:5]=[CH:6][C:7]=1[N+:8]([O-:10])=[O:9].CC1(C)[O:30][C:29]([C:31]2[CH:32]=[C:33]([CH:36]=[CH:37][CH:38]=2)[C:34]#[N:35])=[CH:28][C:27](=O)[O:26]1. Given the product [C:34]([C:33]1[CH:32]=[C:31]([C:29](=[O:30])[CH2:28][C:27]([NH:1][C:2]2[CH:3]=[C:4]([N:11]3[CH:15]=[C:14]([C:16]4[CH:21]=[CH:20][CH:19]=[CH:18][CH:17]=4)[C:13]([C:22]#[N:23])=[CH:12]3)[CH:5]=[CH:6][C:7]=2[N+:8]([O-:10])=[O:9])=[O:26])[CH:38]=[CH:37][CH:36]=1)#[N:35], predict the reactants needed to synthesize it. (9) Given the product [O:19]1[CH2:20][CH2:21][CH:6]([NH:2][C:7]([NH2:8])=[NH:9])[CH2:5][CH2:4]1, predict the reactants needed to synthesize it. The reactants are: Cl.[N:2]1([C:7](=[NH:9])[NH2:8])[CH:6]=[CH:5][CH:4]=N1.CCN(C(C)C)C(C)C.[O:19]1CCC(N)[CH2:21][CH2:20]1.CCOCC.